From a dataset of NCI-60 drug combinations with 297,098 pairs across 59 cell lines. Regression. Given two drug SMILES strings and cell line genomic features, predict the synergy score measuring deviation from expected non-interaction effect. (1) Drug 1: CC1CCC2CC(C(=CC=CC=CC(CC(C(=O)C(C(C(=CC(C(=O)CC(OC(=O)C3CCCCN3C(=O)C(=O)C1(O2)O)C(C)CC4CCC(C(C4)OC)O)C)C)O)OC)C)C)C)OC. Drug 2: CN(CC1=CN=C2C(=N1)C(=NC(=N2)N)N)C3=CC=C(C=C3)C(=O)NC(CCC(=O)O)C(=O)O. Cell line: NCIH23. Synergy scores: CSS=36.9, Synergy_ZIP=0.506, Synergy_Bliss=-0.372, Synergy_Loewe=-13.7, Synergy_HSA=-0.294. (2) Drug 1: CCN(CC)CCCC(C)NC1=C2C=C(C=CC2=NC3=C1C=CC(=C3)Cl)OC. Drug 2: C1C(C(OC1N2C=NC3=C2NC=NCC3O)CO)O. Cell line: OVCAR-5. Synergy scores: CSS=7.06, Synergy_ZIP=-1.22, Synergy_Bliss=0.419, Synergy_Loewe=-2.31, Synergy_HSA=-2.24. (3) Drug 2: CC1=C(N=C(N=C1N)C(CC(=O)N)NCC(C(=O)N)N)C(=O)NC(C(C2=CN=CN2)OC3C(C(C(C(O3)CO)O)O)OC4C(C(C(C(O4)CO)O)OC(=O)N)O)C(=O)NC(C)C(C(C)C(=O)NC(C(C)O)C(=O)NCCC5=NC(=CS5)C6=NC(=CS6)C(=O)NCCC[S+](C)C)O. Synergy scores: CSS=19.1, Synergy_ZIP=-8.81, Synergy_Bliss=-2.57, Synergy_Loewe=-0.0730, Synergy_HSA=0.829. Cell line: SNB-75. Drug 1: CC1C(C(CC(O1)OC2CC(CC3=C2C(=C4C(=C3O)C(=O)C5=C(C4=O)C(=CC=C5)OC)O)(C(=O)CO)O)N)O.Cl. (4) Drug 1: C1=NC2=C(N1)C(=S)N=CN2. Drug 2: CCC1(C2=C(COC1=O)C(=O)N3CC4=CC5=C(C=CC(=C5CN(C)C)O)N=C4C3=C2)O.Cl. Cell line: MDA-MB-435. Synergy scores: CSS=49.2, Synergy_ZIP=-5.16, Synergy_Bliss=-4.90, Synergy_Loewe=-3.75, Synergy_HSA=-3.70. (5) Drug 2: C(CCl)NC(=O)N(CCCl)N=O. Drug 1: CC1=C(C=C(C=C1)NC(=O)C2=CC=C(C=C2)CN3CCN(CC3)C)NC4=NC=CC(=N4)C5=CN=CC=C5. Cell line: UACC62. Synergy scores: CSS=3.86, Synergy_ZIP=-3.23, Synergy_Bliss=1.01, Synergy_Loewe=-5.73, Synergy_HSA=-0.525. (6) Drug 1: C1=C(C(=O)NC(=O)N1)N(CCCl)CCCl. Drug 2: CC1=C2C(C(=O)C3(C(CC4C(C3C(C(C2(C)C)(CC1OC(=O)C(C(C5=CC=CC=C5)NC(=O)C6=CC=CC=C6)O)O)OC(=O)C7=CC=CC=C7)(CO4)OC(=O)C)O)C)OC(=O)C. Cell line: HOP-92. Synergy scores: CSS=47.8, Synergy_ZIP=1.88, Synergy_Bliss=4.18, Synergy_Loewe=6.93, Synergy_HSA=8.65.